Dataset: Forward reaction prediction with 1.9M reactions from USPTO patents (1976-2016). Task: Predict the product of the given reaction. (1) Given the reactants [F:1][C:2]1[CH:3]=[C:4]([CH:6]=[CH:7][CH:8]=1)[NH2:5].N1C=CC=CC=1.[CH3:15][CH:16]([C:22](OCC)=[O:23])[C:17]([O:19][CH2:20][CH3:21])=[O:18], predict the reaction product. The product is: [F:1][C:2]1[CH:3]=[C:4]([NH:5][C:22](=[O:23])[CH:16]([CH3:15])[C:17]([O:19][CH2:20][CH3:21])=[O:18])[CH:6]=[CH:7][CH:8]=1. (2) Given the reactants [C:1]([O:5][C:6]([NH:8][C:9]1[CH:14]=[CH:13][C:12]([NH2:15])=[CH:11][CH:10]=1)=[O:7])([CH3:4])([CH3:3])[CH3:2].C(N(CC)CC)C.[Cl-].ClC1N(C)CC[NH+]1C.[CH3:32][O:33][C:34]1[C:35](=[O:58])[C:36]([CH3:57])=[C:37]([CH2:43][C:44]2[CH:45]=[CH:46][C:47]([O:53][C:54](=[O:56])[CH3:55])=[C:48]([CH:52]=2)[C:49](O)=[O:50])[C:38](=[O:42])[C:39]=1[O:40][CH3:41], predict the reaction product. The product is: [CH3:32][O:33][C:34]1[C:35](=[O:58])[C:36]([CH3:57])=[C:37]([CH2:43][C:44]2[CH:45]=[CH:46][C:47]([O:53][C:54](=[O:56])[CH3:55])=[C:48]([CH:52]=2)[C:49]([NH:15][C:12]2[CH:11]=[CH:10][C:9]([NH:8][C:6]([O:5][C:1]([CH3:4])([CH3:2])[CH3:3])=[O:7])=[CH:14][CH:13]=2)=[O:50])[C:38](=[O:42])[C:39]=1[O:40][CH3:41]. (3) Given the reactants [Cl:1][C:2]1[CH:7]=[CH:6][C:5]([N:8]2[C:12]([CH2:13][CH2:14][CH3:15])=[C:11]([C:16]([OH:18])=O)[CH:10]=[N:9]2)=[CH:4][CH:3]=1.C1C=CC2N(O)N=NC=2C=1.CCN=C=NCCCN(C)C.C(N(C(C)C)CC)(C)C.[CH:49]1([NH:55][CH3:56])[CH2:54][CH2:53][CH2:52][CH2:51][CH2:50]1, predict the reaction product. The product is: [CH:49]1([N:55]([CH3:56])[C:16]([C:11]2[CH:10]=[N:9][N:8]([C:5]3[CH:4]=[CH:3][C:2]([Cl:1])=[CH:7][CH:6]=3)[C:12]=2[CH2:13][CH2:14][CH3:15])=[O:18])[CH2:54][CH2:53][CH2:52][CH2:51][CH2:50]1. (4) Given the reactants Br[C:2]1[CH:7]=[CH:6][C:5]([S:8]([C:11]2[CH:18]=[CH:17][CH:16]=[CH:15][C:12]=2[C:13]#[N:14])(=[O:10])=[O:9])=[CH:4][CH:3]=1.C(C1C=CC=CC=1S)#N.[F:28][C:29]1[CH:34]=[C:33]([F:35])[CH:32]=[CH:31][C:30]=1[C:36](=[O:38])[CH3:37].P([O-])([O-])([O-])=O.[K+].[K+].[K+].[Cl-].[NH4+], predict the reaction product. The product is: [F:28][C:29]1[CH:34]=[C:33]([F:35])[CH:32]=[CH:31][C:30]=1[C:36](=[O:38])[CH2:37][C:2]1[CH:7]=[CH:6][C:5]([S:8]([C:11]2[CH:18]=[CH:17][CH:16]=[CH:15][C:12]=2[C:13]#[N:14])(=[O:10])=[O:9])=[CH:4][CH:3]=1. (5) Given the reactants [CH2:1]([O:3][C:4]([C:6]1([CH3:35])[CH2:11][CH2:10][N:9]([C:12]2[N:17]=[CH:16][C:15]([C:18]3[CH:19]=[C:20]([CH:33]=[CH2:34])[C:21]4[S:25][C:24]([NH:26][C:27]([NH:29][CH2:30][CH3:31])=[O:28])=[N:23][C:22]=4[CH:32]=3)=[CH:14][N:13]=2)[CH2:8][CH2:7]1)=[O:5])[CH3:2].C1COCC1.C(O)(=O)C.C([O-])=O.[NH4+], predict the reaction product. The product is: [CH2:1]([O:3][C:4]([C:6]1([CH3:35])[CH2:11][CH2:10][N:9]([C:12]2[N:17]=[CH:16][C:15]([C:18]3[CH:19]=[C:20]([CH2:33][CH3:34])[C:21]4[S:25][C:24]([NH:26][C:27]([NH:29][CH2:30][CH3:31])=[O:28])=[N:23][C:22]=4[CH:32]=3)=[CH:14][N:13]=2)[CH2:8][CH2:7]1)=[O:5])[CH3:2].